This data is from Reaction yield outcomes from USPTO patents with 853,638 reactions. The task is: Predict the reaction yield, written as a fraction of the theoretical maximum amount of product (1.0 means a 100% yield; for example, 0.34 means a 34% yield). (1) The reactants are CC1C=CC(S(O[CH2:12][C:13]([F:16])([F:15])[F:14])(=O)=O)=CC=1.[Br:17][C:18]1[CH:19]=[C:20]([OH:24])[CH:21]=[CH:22][CH:23]=1.[OH-].[Na+]. The catalyst is CN(C)C=O. The product is [Br:17][C:18]1[CH:23]=[CH:22][CH:21]=[C:20]([O:24][CH2:12][C:13]([F:16])([F:15])[F:14])[CH:19]=1. The yield is 0.310. (2) The reactants are [C:1]([NH:4][C:5]1[CH:10]=[CH:9][C:8]([S:11](Cl)(=[O:13])=[O:12])=[CH:7][CH:6]=1)(=[O:3])[CH3:2].[NH2:15][C:16]1[S:20][C:19]([C:21]([O:23][CH2:24][CH3:25])=[O:22])=[N:18][N:17]=1.Cl. The catalyst is N1C=CC=CC=1. The product is [C:1]([NH:4][C:5]1[CH:10]=[CH:9][C:8]([S:11]([NH:15][C:16]2[S:20][C:19]([C:21]([O:23][CH2:24][CH3:25])=[O:22])=[N:18][N:17]=2)(=[O:13])=[O:12])=[CH:7][CH:6]=1)(=[O:3])[CH3:2]. The yield is 0.730. (3) The reactants are [CH2:1]([N:8]([CH2:20][C:21]1[CH:26]=[CH:25][CH:24]=[CH:23][CH:22]=1)[CH:9]1[CH2:13][CH:12]([C:14]([O:16]CC)=[O:15])[CH:11]([CH3:19])[CH2:10]1)[C:2]1[CH:7]=[CH:6][CH:5]=[CH:4][CH:3]=1. The product is [CH2:20]([N:8]([CH2:1][C:2]1[CH:7]=[CH:6][CH:5]=[CH:4][CH:3]=1)[CH:9]1[CH2:13][CH:12]([C:14]([OH:16])=[O:15])[CH:11]([CH3:19])[CH2:10]1)[C:21]1[CH:22]=[CH:23][CH:24]=[CH:25][CH:26]=1. The yield is 0.980. The catalyst is Cl.O1CCOCC1. (4) The reactants are Cl.[CH:2]1([CH2:8][N:9]2[CH2:14][CH2:13][CH:12]([N:15]([CH3:36])[C:16](=[O:35])[CH2:17][O:18][C:19]3[N:24]=[C:23]([CH3:25])[C:22]([NH:26]C(=O)OC(C)(C)C)=[C:21]([CH3:34])[N:20]=3)[CH2:11][CH2:10]2)[CH2:7][CH2:6][CH2:5][CH2:4][CH2:3]1.[OH-].[Na+]. The catalyst is C(Cl)(Cl)Cl. The product is [NH2:26][C:22]1[C:23]([CH3:25])=[N:24][C:19]([O:18][CH2:17][C:16]([N:15]([CH:12]2[CH2:13][CH2:14][N:9]([CH2:8][CH:2]3[CH2:7][CH2:6][CH2:5][CH2:4][CH2:3]3)[CH2:10][CH2:11]2)[CH3:36])=[O:35])=[N:20][C:21]=1[CH3:34]. The yield is 0.760. (5) The reactants are [Cl:1][C:2]1[CH:3]=[CH:4][C:5]([NH2:8])=[N:6][CH:7]=1.[Br:9]Br. The catalyst is C(Cl)(Cl)Cl. The product is [Br:9][C:4]1[C:5]([NH2:8])=[N:6][CH:7]=[C:2]([Cl:1])[CH:3]=1. The yield is 0.930. (6) The reactants are [C:1]([O:7][CH2:8][C@H:9]([C:15]1[C:37]([CH3:38])=[CH:36][C:18]2[N:19]=[C:20]([C:22]3[CH:27]=[CH:26][CH:25]=[C:24]([O:28]CC4C=CC=CC=4)[CH:23]=3)[S:21][C:17]=2[C:16]=1[C:39]1[CH:44]=[CH:43][C:42]([Cl:45])=[CH:41][CH:40]=1)[O:10][C:11]([CH3:14])([CH3:13])[CH3:12])(=[O:6])[C:2]([CH3:5])([CH3:4])[CH3:3].[H][H].N1C=CC=CC=1.[O:54](S(C(F)(F)F)(=O)=O)[S:55]([C:58]([F:61])([F:60])[F:59])(=O)=[O:56]. The catalyst is CCO.CCOC(C)=O.[Pd]. The product is [C:1]([O:7][CH2:8][C@@H:9]([O:10][C:11]([CH3:14])([CH3:13])[CH3:12])[C:15]1[C:37]([CH3:38])=[CH:36][C:18]2[N:19]=[C:20]([C:22]3[CH:27]=[CH:26][CH:25]=[C:24]([O:28][S:55]([C:58]([F:61])([F:60])[F:59])(=[O:56])=[O:54])[CH:23]=3)[S:21][C:17]=2[C:16]=1[C:39]1[CH:40]=[CH:41][C:42]([Cl:45])=[CH:43][CH:44]=1)(=[O:6])[C:2]([CH3:4])([CH3:3])[CH3:5]. The yield is 0.820. (7) The reactants are [CH3:1][C:2]1[CH:23]=[CH:22][CH:21]=[C:20]([CH3:24])[C:3]=1[O:4][C:5]1[CH:6]=[C:7]2[C:11](=[CH:12][CH:13]=1)[C:10](=[O:14])[N:9]([CH2:15][C:16]([OH:18])=[O:17])[C:8]2=[O:19].S(=O)(=O)(O)O.[CH3:30]O. The catalyst is O. The product is [CH3:30][O:17][C:16](=[O:18])[CH2:15][N:9]1[C:8](=[O:19])[C:7]2[C:11](=[CH:12][CH:13]=[C:5]([O:4][C:3]3[C:2]([CH3:1])=[CH:23][CH:22]=[CH:21][C:20]=3[CH3:24])[CH:6]=2)[C:10]1=[O:14]. The yield is 0.960. (8) The reactants are Cl[C:2]1[C:3]2[CH:14]=[C:13]([C:15]3[CH:20]=[CH:19][CH:18]=[CH:17][CH:16]=3)[CH:12]=[CH:11][C:4]=2[N:5]([CH3:10])[C:6](=[O:9])[CH2:7][N:8]=1.C(C1C=C(B(O)O)C=CC=1)=O.[F:32][C:33]([F:44])([F:43])[C:34]1[CH:35]=[C:36](B(O)O)[CH:37]=[CH:38][CH:39]=1. No catalyst specified. The product is [CH3:10][N:5]1[C:4]2[CH:11]=[CH:12][C:13]([C:15]3[CH:20]=[CH:19][CH:18]=[CH:17][CH:16]=3)=[CH:14][C:3]=2[C:2]([C:38]2[CH:37]=[CH:36][CH:35]=[C:34]([C:33]([F:44])([F:43])[F:32])[CH:39]=2)=[N:8][CH2:7][C:6]1=[O:9]. The yield is 0.200. (9) The reactants are C[N:2]([CH3:26])[C:3]1[CH:8]=[CH:7][C:6]([NH:9][C:10]2[N:15]=[C:14]([NH:16][CH2:17][C:18]3[O:19][CH:20]=[CH:21][CH:22]=3)[N:13]=[C:12]([O:23][CH2:24][CH3:25])[N:11]=2)=[CH:5][CH:4]=1.Cl.Cl.[NH2:29]C1C=CC=CC=1.C([O-])([O-])=O.[K+].[K+].CS(C)=O. The catalyst is O. The product is [NH:2]1[C:3]2[CH:8]=[CH:7][C:6]([NH:9][C:10]3[N:15]=[C:14]([NH:16][CH2:17][C:18]4[O:19][CH:20]=[CH:21][CH:22]=4)[N:13]=[C:12]([O:23][CH2:24][CH3:25])[N:11]=3)=[CH:5][C:4]=2[N:29]=[CH:26]1. The yield is 0.0800.